From a dataset of Reaction yield outcomes from USPTO patents with 853,638 reactions. Predict the reaction yield, written as a fraction of the theoretical maximum amount of product (1.0 means a 100% yield; for example, 0.34 means a 34% yield). (1) The product is [OH:39][C:37]1[CH:38]=[C:33]([NH:32][CH:2]=[C:3]2[C:11]3[C:6](=[CH:7][C:8]([C:12]([C:14]4[CH:15]=[C:16]([NH:20][C:21]([C:23]5[S:24][C:25]([C:28](=[O:30])[CH3:29])=[CH:26][CH:27]=5)=[O:22])[CH:17]=[CH:18][CH:19]=4)=[O:13])=[CH:9][CH:10]=3)[NH:5][C:4]2=[O:31])[CH:34]=[CH:35][C:36]=1[O:40][CH3:41]. The yield is 0.590. The catalyst is C1COCC1. The reactants are O[CH:2]=[C:3]1[C:11]2[C:6](=[CH:7][C:8]([C:12]([C:14]3[CH:15]=[C:16]([NH:20][C:21]([C:23]4[S:24][C:25]([C:28](=[O:30])[CH3:29])=[CH:26][CH:27]=4)=[O:22])[CH:17]=[CH:18][CH:19]=3)=[O:13])=[CH:9][CH:10]=2)[NH:5][C:4]1=[O:31].[NH2:32][C:33]1[CH:34]=[CH:35][C:36]([O:40][CH3:41])=[C:37]([OH:39])[CH:38]=1. (2) The reactants are [Si:1]([O:8][CH2:9][CH2:10][CH2:11][N:12]1[C:17](=[O:18])[C:16]2[C:19]([CH:24]([C:26]3C=CC(Cl)=[CH:28][CH:27]=3)[OH:25])=[C:20]([Cl:23])[N:21]=[CH:22][C:15]=2[N:14]([CH3:33])[C:13]1=[O:34])([C:4]([CH3:7])([CH3:6])[CH3:5])([CH3:3])[CH3:2].[Li+].[CH3:36]C([N-]C(C)C)C.CC(C)CC=O. The catalyst is C1COCC1. The product is [Si:1]([O:8][CH2:9][CH2:10][CH2:11][N:12]1[C:17](=[O:18])[C:16]2[C:19]([CH:24]([OH:25])[CH2:26][CH:27]([CH3:36])[CH3:28])=[C:20]([Cl:23])[N:21]=[CH:22][C:15]=2[N:14]([CH3:33])[C:13]1=[O:34])([C:4]([CH3:5])([CH3:7])[CH3:6])([CH3:2])[CH3:3]. The yield is 0.300. (3) The reactants are Cl[C:2]([C:6]1[CH:11]=[CH:10][CH:9]=[CH:8][CH:7]=1)=[CH:3][C:4]#[N:5].[Se-2:12].[Na+].[Na+].Cl[CH2:16][C:17]#[N:18]. The product is [NH2:5][C:4]1[CH:3]=[C:2]([C:6]2[CH:11]=[CH:10][CH:9]=[CH:8][CH:7]=2)[Se:12][C:16]=1[C:17]#[N:18]. The yield is 0.530. No catalyst specified. (4) The reactants are Cl[Sn]Cl.[F:4][C:5]1[C:10]([O:11][CH2:12][CH2:13][O:14][CH3:15])=[CH:9][N:8]=[C:7]2[NH:16][CH:17]=[C:18]([N+:19]([O-])=O)[C:6]=12.[OH-].[Na+]. The catalyst is Cl. The product is [F:4][C:5]1[C:10]([O:11][CH2:12][CH2:13][O:14][CH3:15])=[CH:9][N:8]=[C:7]2[NH:16][CH:17]=[C:18]([NH2:19])[C:6]=12. The yield is 0.950. (5) The yield is 0.950. The reactants are [F:1][C:2]1[C:7]([F:8])=[CH:6][CH:5]=[CH:4][C:3]=1[O:9][CH2:10][CH2:11]Cl.[CH3:13][O:14][CH2:15][CH2:16][NH:17][CH3:18].[I-].[K+].P([O-])([O-])([O-])=O.[K+].[K+].[K+]. The catalyst is CN(C)C=O.O. The product is [F:1][C:2]1[C:7]([F:8])=[CH:6][CH:5]=[CH:4][C:3]=1[O:9][CH2:10][CH2:11][N:17]([CH2:16][CH2:15][O:14][CH3:13])[CH3:18]. (6) The reactants are Cl.Cl.[CH3:3][N:4]1[CH:11]=[N:10][C:6]([CH2:7][CH2:8][NH2:9])=[CH:5]1.[N+:12]([C:15]1[CH:20]=[CH:19][CH:18]=[CH:17][C:16]=1NC1CCN(C(OC(C)(C)C)=O)CC1)([O-:14])=[O:13]. No catalyst specified. The product is [CH3:3][N:4]1[CH:5]=[C:6]([CH2:7][CH2:8][NH:9][C:16]2[CH:17]=[CH:18][CH:19]=[CH:20][C:15]=2[N+:12]([O-:14])=[O:13])[N:10]=[CH:11]1. The yield is 0.430. (7) The reactants are [CH2:1]([O:3][C:4]([C:6]1[NH:7][CH:8]=[C:9]([Br:12])[C:10]=1[NH2:11])=[O:5])[CH3:2].[CH:13](=O)[CH:14]([CH3:16])[CH3:15].[BH3-]C#N.[Na+].CC(O)=O.[OH-].[Na+]. The catalyst is C(Cl)Cl.CO. The product is [CH2:1]([O:3][C:4]([C:6]1[NH:7][CH:8]=[C:9]([Br:12])[C:10]=1[NH:11][CH2:13][CH:14]([CH3:16])[CH3:15])=[O:5])[CH3:2]. The yield is 0.240. (8) The reactants are B(Br)(Br)Br.C(Cl)Cl.[CH3:8][C:9]1([CH3:36])[O:35][C:13]2[CH:14]=[CH:15][C:16]3[C:29](=[O:30])[C@@H:28]4[C@@H:19]([CH2:20][O:21][C:22]5[C:27]4=[CH:26][C:25]([O:31]C)=[C:24]([O:33][CH3:34])[CH:23]=5)[O:18][C:17]=3[C:12]=2[CH:11]=[CH:10]1. The catalyst is O. The product is [OH:31][C:25]1[CH:26]=[C:27]2[C@H:28]3[C@H:19]([O:18][C:17]4[C:12]5[CH:11]=[CH:10][C:9]([CH3:36])([CH3:8])[O:35][C:13]=5[CH:14]=[CH:15][C:16]=4[C:29]3=[O:30])[CH2:20][O:21][C:22]2=[CH:23][C:24]=1[O:33][CH3:34]. The yield is 0.160. (9) The reactants are [CH2:1]([O:3][C:4]([C:6]1[CH:7]=[C:8]2[C:13](=[CH:14][CH:15]=1)[NH:12][CH:11]([C:16]1[CH:17]=[N:18][CH:19]=[CH:20][CH:21]=1)[C:10]([CH3:23])([CH3:22])[CH:9]2O)=[O:5])[CH3:2].FC(F)(F)C(O)=O. The catalyst is C([SiH](CC)CC)C. The product is [CH2:1]([O:3][C:4]([C:6]1[CH:7]=[C:8]2[C:13](=[CH:14][CH:15]=1)[NH:12][CH:11]([C:16]1[CH:17]=[N:18][CH:19]=[CH:20][CH:21]=1)[C:10]([CH3:22])([CH3:23])[CH2:9]2)=[O:5])[CH3:2]. The yield is 0.240.